Dataset: Forward reaction prediction with 1.9M reactions from USPTO patents (1976-2016). Task: Predict the product of the given reaction. The product is: [F:1][C:2]1[CH:7]=[CH:6][C:5]([C:8]2[C:17]([N:18]3[CH2:22][CH2:21][CH2:20][C@@H:19]3[C:23]([F:26])([F:25])[F:24])=[N:16][C:15]3[C:10](=[CH:11][CH:12]=[C:13]([C:27]([OH:29])=[O:28])[CH:14]=3)[N:9]=2)=[CH:4][CH:3]=1. Given the reactants [F:1][C:2]1[CH:7]=[CH:6][C:5]([C:8]2[C:17]([N:18]3[CH2:22][CH2:21][CH2:20][C@@H:19]3[C:23]([F:26])([F:25])[F:24])=[N:16][C:15]3[C:10](=[CH:11][CH:12]=[C:13]([C:27]([O:29]C)=[O:28])[CH:14]=3)[N:9]=2)=[CH:4][CH:3]=1.[OH-].[Na+], predict the reaction product.